From a dataset of Forward reaction prediction with 1.9M reactions from USPTO patents (1976-2016). Predict the product of the given reaction. (1) Given the reactants Cl.[C:2]([C:5]1[CH:6]=[CH:7][C:8]([O:30][CH2:31][CH:32]2[CH2:34][CH2:33]2)=[C:9]([C:11]2[C:12]3[NH:19][C:18]([CH3:20])=[C:17]([C:21]([NH:23][CH:24]4[CH2:29][CH2:28][NH:27][CH2:26][CH2:25]4)=[O:22])[C:13]=3[N:14]=[CH:15][N:16]=2)[CH:10]=1)(=[O:4])[CH3:3].C([O:38][C@@H:39]([CH3:43])[C:40](Cl)=[O:41])(=O)C, predict the reaction product. The product is: [C:2]([C:5]1[CH:6]=[CH:7][C:8]([O:30][CH2:31][CH:32]2[CH2:33][CH2:34]2)=[C:9]([C:11]2[C:12]3[NH:19][C:18]([CH3:20])=[C:17]([C:21]([NH:23][CH:24]4[CH2:29][CH2:28][N:27]([C:40](=[O:41])[C@@H:39]([OH:38])[CH3:43])[CH2:26][CH2:25]4)=[O:22])[C:13]=3[N:14]=[CH:15][N:16]=2)[CH:10]=1)(=[O:4])[CH3:3]. (2) The product is: [ClH:48].[Cl:1][C:11]1[CH:12]=[C:13]([C@@H:16]2[O:21][CH2:20][CH2:19][NH:18][CH2:17]2)[CH:14]=[CH:15][C:10]=1[NH:9][C:7](=[O:8])[C:6]1[CH:23]=[C:24]([O:26][CH3:27])[N:25]=[C:4]([C:2]#[N:3])[CH:5]=1. Given the reactants [ClH:1].[C:2]([C:4]1[CH:5]=[C:6]([CH:23]=[C:24]([O:26][CH3:27])[N:25]=1)[C:7]([NH:9][C:10]1[CH:15]=[CH:14][C:13]([C@@H:16]2[O:21][CH2:20][CH2:19][NH:18][CH2:17]2)=[C:12](F)[CH:11]=1)=[O:8])#[N:3].C(OC(N1CCO[C@@H](C2C=CC(N)=C([Cl:48])C=2)C1)=O)(C)(C)C, predict the reaction product.